From a dataset of Peptide-MHC class II binding affinity with 134,281 pairs from IEDB. Regression. Given a peptide amino acid sequence and an MHC pseudo amino acid sequence, predict their binding affinity value. This is MHC class II binding data. (1) The peptide sequence is PVIVADDLTAAINKG. The MHC is DRB1_0101 with pseudo-sequence DRB1_0101. The binding affinity (normalized) is 0. (2) The peptide sequence is FAVATITHAAELQRV. The MHC is HLA-DQA10102-DQB10602 with pseudo-sequence HLA-DQA10102-DQB10602. The binding affinity (normalized) is 0.626. (3) The peptide sequence is MIVDTISDFRAAIAN. The MHC is HLA-DPA10201-DPB10501 with pseudo-sequence HLA-DPA10201-DPB10501. The binding affinity (normalized) is 0.233. (4) The MHC is DRB1_1301 with pseudo-sequence DRB1_1301. The peptide sequence is ARRRLRTLVLAPTRV. The binding affinity (normalized) is 1.00. (5) The peptide sequence is VALFAVFLGSAHGIP. The MHC is DRB5_0101 with pseudo-sequence DRB5_0101. The binding affinity (normalized) is 0.545. (6) The peptide sequence is KTSFSSRLLINEREY. The MHC is DRB1_0101 with pseudo-sequence DRB1_0101. The binding affinity (normalized) is 0.503. (7) The binding affinity (normalized) is 0.379. The MHC is DRB1_1101 with pseudo-sequence DRB1_1101. The peptide sequence is SMGDDHFWAVRGGGGESFGI. (8) The peptide sequence is FVADWVIERIRWLLI. The MHC is DRB1_0101 with pseudo-sequence DRB1_0101. The binding affinity (normalized) is 0.639. (9) The peptide sequence is GELQNVDKIDAAFKI. The MHC is DRB3_0202 with pseudo-sequence DRB3_0202. The binding affinity (normalized) is 0.175.